From a dataset of Human Reference Interactome with 51,813 positive PPI pairs across 8,248 proteins, plus equal number of experimentally-validated negative pairs. Binary Classification. Given two protein amino acid sequences, predict whether they physically interact or not. (1) Protein 1 (ENSG00000069345) has sequence MANVADTKLYDILGVPPGASENELKKAYRKLAKEYHPDKNPNAGDKFKEISFAYEVLSNPEKRELYDRYGEQGLREGSGGGGGMDDIFSHIFGGGLFGFMGNQSRSRNGRRRGEDMMHPLKVSLEDLYNGKTTKLQLSKNVLCSACSGQGGKSGAVQKCSACRGRGVRIMIRQLAPGMVQQMQSVCSDCNGEGEVINEKDRCKKCEGKKVIKEVKILEVHVDKGMKHGQRITFTGEADQAPGVEPGDIVLLLQEKEHEVFQRDGNDLHMTYKIGLVEALCGFQFTFKHLDGRQIVVKYPP.... Protein 2 (ENSG00000146425) has sequence MEDYQAAEETAFVVDEVSNIVKEAIESAIGGNAYQHSKVNQWTTNVVEQTLSQLTKLGKPFKYIVTCVIMQKNGAGLHTASSCFWDSSTDGSCTVRWENKTMYCIVSAFGLSI*. Result: 1 (the proteins interact). (2) Protein 1 (ENSG00000144712) has sequence MSTAAFHISSLLEKMTSSDKDFRFMATSDLMSELQKDSIQLDEDSERKVVKMLLRLLEDKNGEVQNLAVKWLGVPLGAFHASLLHCLLPQLSSPRLAVRKRAVGALGHLAAACSTDLFVELADHLLDRLPGPRVPTSPTAIRTLIQCLGSVGRQAGHRLGAHLDRLVPLVEDFCNLDDDELRESCLQAFEAFLRKCPKEMGPHVPNVTSLCLQYIKHDPNYNYDSDEDEEQMETEDSEFSEQESEDEYSDDDDMSWKVRRAAAKCIAALISSRPDLLPDFHCTLAPVLIRRFKEREENVK.... Protein 2 (ENSG00000185721) has sequence MSSTLAKIAEIEAEMARTQKNKATAHHLGLLKARLAKLRRELITPKGGGGGGPGEGFDVAKTGDARIGFVGFPSVGKSTLLSNLAGVYSEVAAYEFTTLTTVPGVIRYKGAKIQLLDLPGIIEGAKDGKGRGRQVIAVARTCNLILIVLDVLKPLGHKKIIENELEGFGIRLNSKPPNIGFKKKDKGGINLTATCPQSELDAETVKSILAEYKIHNADVTLRSDATADDLIDVVEGNRVYIPCIYVLNKIDQISIEELDIIYKVPHCVPISAHHRWNFDDLLEKIWDYLKLVRIYTKPKG.... Result: 0 (the proteins do not interact). (3) Protein 1 (ENSG00000117602) has sequence MLRDTMKSWNDSQSDLCSTDQEEEEEMIFGENEDDLDEMMDLSDLPTSLFACSVHEAVFEAREQKERFEALFTIYDDQVTFQLFKSFRRVRINFSKPEAAARARIELHETDFNGQKLKLYFAQVQMSGEVRDKSYLLPPQPVKQFLISPPASPPVGWKQSEDAMPVINYDLLCAVSKLGPGEKYELHAGTESTPSVVVHVCESETEEEEETKNPKQKIAQTRRPDPPTAALNEPQTFDCAL*MLRDTMKSWNDSQSDLCSTDQEEEEEMIFGENEDDLDEMMDLSDLPTSLFACSVHEAV.... Protein 2 (ENSG00000132613) has sequence METAEKECGALGGLFQAIVNDMKSSYPIWEDFNSKATKLHSQLRTTVLAAVAFLDAFQKVADMATNTRGATRDIGSALTRMCMRHRSIETKLRQFTNALLESLINPLQERIEDWKKAANQLDKDHAKEYKRARHEIKKKSSDTLKLQKKARKELLGKGDLQPQLDSALQDVNDMYLLLEETEKQAVRRALIEERGRFCTFITFLQPVVNGELTMLGEITHLQGIIDDLVVLTAEPHKLPPASEQVIKDLKGSDYSWSYQTPPSSPSSSSSRKSSMCSAPSSSSSAKGGGAPWPGGAQTYS.... Result: 0 (the proteins do not interact). (4) Protein 1 (ENSG00000112394) has sequence MKHVNERFQDEKNKEVVLMCIGVTSGVGRLLFGRIADYVPGVKKVYLQVLSFFFIGLMSMMIPLCSIFGALIAVCLIMGLFDGCFISIMAPIAFELVGAQDVSQAIGFLLGFMSIPMTVGPPIAGLLRDKLGSYDVAFYLAGVPPLIGGAVLCFIPWIHSKKQREISKTTGKEKMEKMLENQNSLLSSSSGMFKKESDSII*MVLSQEEPDSARGTSEAQPLGPAPTGAAPPPGPGPSDSPEAAVEKVEVELAGPATAEPHEPPEPPEGGWGWLVMLAAMWCNGSVFGIQNACGVLFVSM.... Protein 2 (ENSG00000165775) has sequence METSAPRAGSQVVATTARHSAAYRADPLRVSSRDKLTEMAASSQGNFEGNFESLDLAEFAKKQPWWRKLFGQESGPSAEKYSVATQLFIGGVTGWCTGFIFQKVGKLAATAVGGGFFLLQLANHTGYIKVDWQRVEKDMKKAKEQLKIRKSNQIPTEVRSKAEEVVSFVKKNVLVTGGFFGGFLLGMAS*SLDLAEFAKKQPWWRKLFGQESGPSAEKYSVATQLFIGGVTGWCTGFIFQKVGKLAATAVGGGFFLLQLATLTFASLQTILGTSKLTGNEWRRT*. Result: 1 (the proteins interact).